From a dataset of Reaction yield outcomes from USPTO patents with 853,638 reactions. Predict the reaction yield, written as a fraction of the theoretical maximum amount of product (1.0 means a 100% yield; for example, 0.34 means a 34% yield). (1) The reactants are C([O:4][C@H:5]1[C@H:11]([O:12]C(=O)C)[C@@H:10]([O:16]C(=O)C)[C@:9]2([C:21]3[CH:26]=[CH:25][C:24]([Cl:27])=[C:23]([CH2:28][C:29]4[CH:34]=[CH:33][C:32]([O:35][C:36]5[CH:41]=[CH:40][C:39]([C:42](=[N:44][O:45][CH2:46][CH3:47])[CH3:43])=[CH:38][CH:37]=5)=[CH:31][CH:30]=4)[CH:22]=3)[O:20][C@@:6]1([CH2:48][O:49]C(=O)C)[CH2:7][O:8]2)(=O)C.CO.O.O.[OH-].[Li+]. The catalyst is C1COCC1. The product is [CH2:46]([O:45][N:44]=[C:42]([C:39]1[CH:38]=[CH:37][C:36]([O:35][C:32]2[CH:31]=[CH:30][C:29]([CH2:28][C:23]3[CH:22]=[C:21]([C@@:9]45[O:20][C@@:6]([CH2:48][OH:49])([CH2:7][O:8]4)[C@@H:5]([OH:4])[C@H:11]([OH:12])[C@H:10]5[OH:16])[CH:26]=[CH:25][C:24]=3[Cl:27])=[CH:34][CH:33]=2)=[CH:41][CH:40]=1)[CH3:43])[CH3:47]. The yield is 0.980. (2) The reactants are Cl[C:2]1[CH:7]=[CH:6][C:5]([C:8]([NH:10][C@@H:11]([CH:16]2[CH2:21][CH2:20][CH2:19][CH2:18][CH2:17]2)[C:12]([O:14][CH3:15])=[O:13])=[O:9])=[C:4]([NH:22][C:23]([NH:25][C:26]2[C:31]([CH3:32])=[CH:30][CH:29]=[CH:28][C:27]=2[CH3:33])=[O:24])[CH:3]=1.[CH3:34][O:35][C:36]1[CH:41]=[CH:40][C:39](B(O)O)=[CH:38][CH:37]=1.C(=O)([O-])[O-].[Na+].[Na+].C(#N)C. The catalyst is C(OCC)(=O)C.C1CCC(P(C2CCCCC2)C2CCCCC2)CC1.C1CCC(P(C2CCCCC2)C2CCCCC2)CC1.Cl[Pd]Cl. The product is [CH:16]1([C@H:11]([NH:10][C:8]([C:5]2[CH:6]=[CH:7][C:2]([C:39]3[CH:40]=[CH:41][C:36]([O:35][CH3:34])=[CH:37][CH:38]=3)=[CH:3][C:4]=2[NH:22][C:23]([NH:25][C:26]2[C:31]([CH3:32])=[CH:30][CH:29]=[CH:28][C:27]=2[CH3:33])=[O:24])=[O:9])[C:12]([O:14][CH3:15])=[O:13])[CH2:21][CH2:20][CH2:19][CH2:18][CH2:17]1. The yield is 0.340.